From a dataset of Full USPTO retrosynthesis dataset with 1.9M reactions from patents (1976-2016). Predict the reactants needed to synthesize the given product. (1) Given the product [N:7]([CH:2]([O:3][CH2:4][CH2:5][OH:6])[CH3:1])=[N+:8]=[N-:9], predict the reactants needed to synthesize it. The reactants are: [CH3:1][CH:2]1[O:6][CH2:5][CH2:4][O:3]1.[N:7]([Si](C)(C)C)=[N+:8]=[N-:9]. (2) Given the product [CH3:1][N:4]1[C:12](=[O:13])[C:11]2[C:6](=[CH:7][CH:8]=[C:9]([C:14]([NH:28][C@@H:27]([C:24]3[CH:25]=[CH:26][C:21]([C:20]([F:40])([F:19])[F:39])=[CH:22][CH:23]=3)[C:29]3[C:34]([C:35]([F:36])([F:37])[F:38])=[CH:33][CH:32]=[CH:31][N:30]=3)=[O:16])[CH:10]=2)[C:5]1=[O:17], predict the reactants needed to synthesize it. The reactants are: [CH2:1]([N:4]1[C:12](=[O:13])[C:11]2[C:6](=[CH:7][CH:8]=[C:9]([C:14]([OH:16])=O)[CH:10]=2)[C:5]1=[O:17])C=C.Cl.[F:19][C:20]([F:40])([F:39])[C:21]1[CH:26]=[CH:25][C:24]([C@@H:27]([C:29]2[C:34]([C:35]([F:38])([F:37])[F:36])=[CH:33][CH:32]=[CH:31][N:30]=2)[NH2:28])=[CH:23][CH:22]=1.CN1C(=O)C2C(=CC=C(C(O)=O)C=2)C1=O. (3) Given the product [CH2:9]([S:8][C:3]1[CH:4]=[CH:5][CH:6]=[CH:7][C:2]=1[B:25]1[O:33][C:30]([CH3:32])([CH3:31])[C:27]([CH3:29])([CH3:28])[O:26]1)[CH3:10], predict the reactants needed to synthesize it. The reactants are: Br[C:2]1[CH:7]=[CH:6][CH:5]=[CH:4][C:3]=1[S:8][CH2:9][CH3:10].C1COCC1.C([Li])CCC.C(O[B:25]1[O:33][C:30]([CH3:32])([CH3:31])[C:27]([CH3:29])([CH3:28])[O:26]1)(C)C. (4) Given the product [NH2:23][C:21]1[S:22][C:2]2[CH2:7][CH:6]([N:8]3[C:12](=[O:13])[C:11]4=[CH:14][CH:15]=[CH:16][CH:17]=[C:10]4[C:9]3=[O:18])[CH2:5][CH2:4][C:3]=2[N:20]=1, predict the reactants needed to synthesize it. The reactants are: Br[CH:2]1[CH2:7][CH:6]([N:8]2[C:12](=[O:13])[C:11]3=[CH:14][CH:15]=[CH:16][CH:17]=[C:10]3[C:9]2=[O:18])[CH2:5][CH2:4][C:3]1=O.[NH2:20][C:21]([NH2:23])=[S:22].